This data is from Cav3 T-type calcium channel HTS with 100,875 compounds. The task is: Binary Classification. Given a drug SMILES string, predict its activity (active/inactive) in a high-throughput screening assay against a specified biological target. The drug is S(=O)(=O)(N1CCC(CC1)C(=O)NCCc1ccccc1)c1cccnc1. The result is 0 (inactive).